This data is from Full USPTO retrosynthesis dataset with 1.9M reactions from patents (1976-2016). The task is: Predict the reactants needed to synthesize the given product. Given the product [CH2:1]([S:3]([N:6]1[CH2:11][CH2:10][CH:9]([C:12]2[C:20]3[C:15](=[C:16]([C:29]([NH2:30])=[O:32])[CH:17]=[C:18]([O:21][C:22]4[CH:23]=[CH:24][C:25]([F:28])=[CH:26][CH:27]=4)[CH:19]=3)[NH:14][CH:13]=2)[CH2:8][CH2:7]1)(=[O:4])=[O:5])[CH3:2], predict the reactants needed to synthesize it. The reactants are: [CH2:1]([S:3]([N:6]1[CH2:11][CH2:10][CH:9]([C:12]2[C:20]3[C:15](=[C:16]([C:29]#[N:30])[CH:17]=[C:18]([O:21][C:22]4[CH:27]=[CH:26][C:25]([F:28])=[CH:24][CH:23]=4)[CH:19]=3)[NH:14][CH:13]=2)[CH2:8][CH2:7]1)(=[O:5])=[O:4])[CH3:2].B1([O-])O[O:32]1.O.O.O.O.[Na+].C(O)C.